From a dataset of Catalyst prediction with 721,799 reactions and 888 catalyst types from USPTO. Predict which catalyst facilitates the given reaction. (1) Reactant: [CH3:1][CH:2]1[C:6](=[O:7])[CH2:5][CH2:4][C:3]1=[O:8].[OH-].[K+].I[CH3:12]. Product: [CH3:1][C:2]1([CH3:12])[C:6](=[O:7])[CH2:5][CH2:4][C:3]1=[O:8]. The catalyst class is: 38. (2) Reactant: ClC1C=C2C(=C(C(O)=O)C=1)NC(C)=C2.C[O:16][C:17]([C:19]1[CH:20]=[C:21]([Cl:30])[CH:22]=[C:23]2[C:27]=1[NH:26][C:25]([CH2:28][CH3:29])=[CH:24]2)=[O:18].[OH-].[Na+]. Product: [Cl:30][C:21]1[CH:22]=[C:23]2[C:27](=[C:19]([C:17]([OH:18])=[O:16])[CH:20]=1)[NH:26][C:25]([CH2:28][CH3:29])=[CH:24]2. The catalyst class is: 5. (3) Reactant: [C:1]([C:3]1[CH:4]=[C:5]([C:14]([OH:16])=[O:15])[S:6][C:7]=1[N:8]1[CH2:13][CH2:12][O:11][CH2:10][CH2:9]1)#[N:2].C([Li])CCC.[Cl:22][C:23]1[CH:30]=[CH:29][CH:28]=[CH:27][C:24]=1[CH:25]=[O:26]. Product: [Cl:22][C:23]1[CH:30]=[CH:29][CH:28]=[CH:27][C:24]=1[CH:25]([OH:26])[C:4]1[C:3]([C:1]#[N:2])=[C:7]([N:8]2[CH2:13][CH2:12][O:11][CH2:10][CH2:9]2)[S:6][C:5]=1[C:14]([OH:16])=[O:15]. The catalyst class is: 1. (4) Reactant: C(=O)([O-])[O-].[K+].[K+].Cl[C:8]1[N:13]=[CH:12][C:11]([C:14]#[N:15])=[CH:10][CH:9]=1.[Cl:16][C:17]1[NH:21][C:20]([CH3:22])=[N:19][CH:18]=1. Product: [Cl:16][C:17]1[N:21]=[C:20]([CH3:22])[N:19]([C:8]2[N:13]=[CH:12][C:11]([C:14]#[N:15])=[CH:10][CH:9]=2)[CH:18]=1. The catalyst class is: 16. (5) The catalyst class is: 64. Reactant: [CH2:1]([O:4][C:5]1[CH:10]=[CH:9][C:8]([C:11]2[CH:15]=[C:14]([CH2:16][C:17]([OH:19])=[O:18])[O:13][N:12]=2)=[C:7]([C:20]([F:23])([F:22])[F:21])[CH:6]=1)[CH2:2][CH3:3].[CH3:24][CH2:25]O.CCN=C=NCCCN(C)C.Cl. Product: [CH2:1]([O:4][C:5]1[CH:10]=[CH:9][C:8]([C:11]2[CH:15]=[C:14]([CH2:16][C:17]([O:19][CH2:24][CH3:25])=[O:18])[O:13][N:12]=2)=[C:7]([C:20]([F:22])([F:23])[F:21])[CH:6]=1)[CH2:2][CH3:3]. (6) Reactant: Br[C:2]1[N:3]=[C:4]([C:10]2[C:19]3[C:14](=[CH:15][CH:16]=[CH:17][CH:18]=3)[CH:13]=[CH:12][CH:11]=2)[N:5]([CH2:8][CH3:9])[C:6]=1Br.[Li]CCCC.CCCCCC.Cl[Si](C)(C)C.[C:36](=O)([O:40]CC)[O:37][CH2:38][CH3:39].[F-].C([N+](CCCC)(CCCC)CCCC)CCC. Product: [CH2:38]([O:37][C:36]([C:2]1[N:3]=[C:4]([C:10]2[C:19]3[C:14](=[CH:15][CH:16]=[CH:17][CH:18]=3)[CH:13]=[CH:12][CH:11]=2)[N:5]([CH2:8][CH3:9])[CH:6]=1)=[O:40])[CH3:39]. The catalyst class is: 20. (7) The catalyst class is: 790. Product: [CH:28]1([C@H:23]([NH:22][C:20]([C:14]2[CH:15]=[CH:16][C:17]([F:19])=[CH:18][C:13]=2[NH:12][C:10]([NH:9][C:5]2[C:6]([CH3:8])=[CH:7][C:2]([CH:35]=[CH2:36])=[CH:3][C:4]=2[CH3:34])=[O:11])=[O:21])[C:24]([O:26][CH3:27])=[O:25])[CH2:33][CH2:32][CH2:31][CH2:30][CH2:29]1. Reactant: Br[C:2]1[CH:7]=[C:6]([CH3:8])[C:5]([NH:9][C:10]([NH:12][C:13]2[CH:18]=[C:17]([F:19])[CH:16]=[CH:15][C:14]=2[C:20]([NH:22][C@@H:23]([CH:28]2[CH2:33][CH2:32][CH2:31][CH2:30][CH2:29]2)[C:24]([O:26][CH3:27])=[O:25])=[O:21])=[O:11])=[C:4]([CH3:34])[CH:3]=1.[CH2:35]([Sn](CCCC)(CCCC)C=C)[CH2:36]CC.